Dataset: Catalyst prediction with 721,799 reactions and 888 catalyst types from USPTO. Task: Predict which catalyst facilitates the given reaction. (1) Reactant: C(O[C:6]([N:8]1[CH2:13][CH2:12][CH:11]([N:14]2[CH:18]=[C:17]([C:19]3[CH:20]=[N:21][CH:22]=[C:23]([C:25]4[C:34]5[C:29](=[N:30][CH:31]=[CH:32][N:33]=5)[N:28]=[C:27]([C:35]5[CH:40]=[CH:39][CH:38]=[CH:37][C:36]=5[F:41])[CH:26]=4)[CH:24]=3)[CH:16]=[N:15]2)[CH2:10][CH2:9]1)=O)(C)(C)C.C=O.[OH-].[Na+]. Product: [F:41][C:36]1[CH:37]=[CH:38][CH:39]=[CH:40][C:35]=1[C:27]1[CH:26]=[C:25]([C:23]2[CH:22]=[N:21][CH:20]=[C:19]([C:17]3[CH:16]=[N:15][N:14]([CH:11]4[CH2:12][CH2:13][N:8]([CH3:6])[CH2:9][CH2:10]4)[CH:18]=3)[CH:24]=2)[C:34]2[C:29]([N:28]=1)=[N:30][CH:31]=[CH:32][N:33]=2. The catalyst class is: 106. (2) Reactant: [Br:1][C:2]1[C:3]([CH3:23])=[C:4]([NH:8][CH2:9][C:10]2[CH:14]=[C:13]([C:15]([CH3:18])([CH3:17])[CH3:16])[S:12][C:11]=2[C:19]([O:21]C)=[O:20])[CH:5]=[CH:6][CH:7]=1.C1COCC1.CO.[OH-].[Li+]. Product: [Br:1][C:2]1[C:3]([CH3:23])=[C:4]([NH:8][CH2:9][C:10]2[CH:14]=[C:13]([C:15]([CH3:17])([CH3:18])[CH3:16])[S:12][C:11]=2[C:19]([OH:21])=[O:20])[CH:5]=[CH:6][CH:7]=1. The catalyst class is: 6.